From a dataset of Reaction yield outcomes from USPTO patents with 853,638 reactions. Predict the reaction yield, written as a fraction of the theoretical maximum amount of product (1.0 means a 100% yield; for example, 0.34 means a 34% yield). (1) The reactants are [Si:1]([O:8][CH:9]([C:33]([CH3:36])([CH3:35])[CH3:34])[CH2:10][O:11][C:12]1[CH:17]=[CH:16][C:15]([C:18]([C:23]2[CH:28]=[CH:27][C:26]([CH2:29][OH:30])=[C:25]([CH3:31])[CH:24]=2)([CH2:21][CH3:22])[CH2:19][CH3:20])=[CH:14][C:13]=1[CH3:32])([C:4]([CH3:7])([CH3:6])[CH3:5])([CH3:3])[CH3:2].C[N+]1([O-])CCOCC1. The catalyst is C(Cl)Cl.CCC[N+](CCC)(CCC)CCC.[O-][Ru](=O)(=O)=O. The product is [Si:1]([O:8][CH:9]([C:33]([CH3:34])([CH3:35])[CH3:36])[CH2:10][O:11][C:12]1[CH:17]=[CH:16][C:15]([C:18]([C:23]2[CH:28]=[CH:27][C:26]([CH:29]=[O:30])=[C:25]([CH3:31])[CH:24]=2)([CH2:19][CH3:20])[CH2:21][CH3:22])=[CH:14][C:13]=1[CH3:32])([C:4]([CH3:5])([CH3:7])[CH3:6])([CH3:2])[CH3:3]. The yield is 0.830. (2) The reactants are [H-].[Na+].[NH2:3][C:4]1[CH:13]=[CH:12][C:7]([C:8]([O:10][CH3:11])=[O:9])=[CH:6][CH:5]=1.[CH3:14][C:15](=[CH:17][CH2:18][CH2:19]/[C:20](=[CH:22]/CO)/[CH3:21])[CH3:16].CO. The catalyst is C1(C)C=CC=CC=1. The product is [NH2:3][C:4]1[CH:5]=[CH:6][C:7]([C:8]([O:10][CH2:11][CH:14]=[C:15]([CH3:16])[CH2:17][CH2:18][CH:19]=[C:20]([CH3:22])[CH3:21])=[O:9])=[CH:12][CH:13]=1. The yield is 0.120. (3) The yield is 0.720. The product is [CH2:16]([C:4]1([CH2:12][CH3:13])[O:6][C:7](=[O:25])[NH:1][C:2]2[CH:11]=[CH:10][CH:9]=[CH:8][C:3]1=2)[CH3:17]. The catalyst is C1COCC1.C(OCC)(=O)C. The reactants are [NH2:1][C:2]1[CH:11]=[CH:10][CH:9]=[CH:8][C:3]=1[C:4]([O:6][CH3:7])=O.[CH2:12]([Mg]Br)[CH3:13].[CH3:16][CH2:17]OCC.Cl.[OH-].[Na+].C(N1C=CN=C1)(N1C=CN=C1)=[O:25]. (4) The reactants are [F:1][C:2]1[CH:7]=[CH:6][CH:5]=[C:4]([F:8])[C:3]=1[S:9]([NH:12][C:13]1[CH:14]=[CH:15][C:16]([F:23])=[C:17]([CH:22]=1)[C:18]([O:20]C)=O)(=[O:11])=[O:10].[Cl-:24].[N:25]1C=CC=[N:27][CH:26]=1.[CH2:31]1[CH2:35]O[CH2:33][CH2:32]1. No catalyst specified. The product is [Cl:24][C:26]1[N:27]=[C:31]([CH2:35][C:18]([C:17]2[CH:22]=[C:13]([NH:12][S:9]([C:3]3[C:2]([F:1])=[CH:7][CH:6]=[CH:5][C:4]=3[F:8])(=[O:11])=[O:10])[CH:14]=[CH:15][C:16]=2[F:23])=[O:20])[CH:32]=[CH:33][N:25]=1. The yield is 0.505.